From a dataset of Forward reaction prediction with 1.9M reactions from USPTO patents (1976-2016). Predict the product of the given reaction. (1) Given the reactants Br[C:2]1[CH:11]=[CH:10][C:9]2[C:4](=[C:5]([F:12])[CH:6]=[CH:7][CH:8]=2)[C:3]=1[CH:13]=[O:14].[CH2:15]([Sn](CC)(CC)CC)[CH3:16].O, predict the reaction product. The product is: [CH2:15]([C:2]1[CH:11]=[CH:10][C:9]2[C:4](=[C:5]([F:12])[CH:6]=[CH:7][CH:8]=2)[C:3]=1[CH:13]=[O:14])[CH3:16]. (2) Given the reactants [CH:1]1([CH2:4][N:5]2[C:9]3[CH:10]=[CH:11][C:12]([N:14](C)[C:15](=O)C)=[CH:13][C:8]=3[N:7]=[C:6]2[CH:19]([C:21]2[CH:26]=[CH:25][C:24]([O:27][CH2:28][CH3:29])=[CH:23][CH:22]=2)[CH3:20])[CH2:3][CH2:2]1.[OH-].[K+], predict the reaction product. The product is: [CH:1]1([CH2:4][N:5]2[C:9]3[CH:10]=[CH:11][C:12]([NH:14][CH3:15])=[CH:13][C:8]=3[N:7]=[C:6]2[CH:19]([C:21]2[CH:22]=[CH:23][C:24]([O:27][CH2:28][CH3:29])=[CH:25][CH:26]=2)[CH3:20])[CH2:3][CH2:2]1. (3) Given the reactants S1C=CC=C1.[Li]CCCC.Br[C:12]1[CH:17]=[CH:16][CH:15]=[CH:14][N:13]=1.[Li]C1C=CC=CN=1.[C:25]1(=[O:30])[CH2:29][CH2:28][CH:27]=[CH:26]1, predict the reaction product. The product is: [N:13]1[CH:14]=[CH:15][CH:16]=[CH:17][C:12]=1[CH:27]1[CH2:28][CH2:29][C:25](=[O:30])[CH2:26]1. (4) Given the reactants [I:1][C:2]1[CH:7]=[CH:6][NH:5][C:4](=[O:8])[CH:3]=1.C(=O)([O-])[O-].[K+].[K+].I[CH2:16][CH2:17][CH3:18].O, predict the reaction product. The product is: [I:1][C:2]1[CH:7]=[CH:6][N:5]([CH2:16][CH2:17][CH3:18])[C:4](=[O:8])[CH:3]=1. (5) The product is: [NH2:8][C:9]1[N:10]=[CH:11][C:12]2[CH:17]([C:18]([O:20][CH3:21])=[O:19])[CH2:16][CH2:15][C:13]=2[N:14]=1. Given the reactants C(N(CC)CC)C.[NH2:8][C:9]1[N:10]=[C:11](Cl)[C:12]2[CH:17]([C:18]([O:20][CH3:21])=[O:19])[CH2:16][CH2:15][C:13]=2[N:14]=1.C(O)=O, predict the reaction product. (6) Given the reactants [C:1]([C:3]1[CH:16]=[CH:15][C:6]([CH2:7][NH:8][S:9]([CH2:12][CH2:13]Cl)(=[O:11])=[O:10])=[CH:5][CH:4]=1)#[N:2].[C:17]([O:21][C:22]([N:24]1[CH2:31][CH:30]2[O:32][CH:26]([CH2:27][NH:28][CH2:29]2)[CH2:25]1)=[O:23])([CH3:20])([CH3:19])[CH3:18].C(=O)([O-])[O-].[K+].[K+], predict the reaction product. The product is: [C:17]([O:21][C:22]([N:24]1[CH2:25][CH:26]2[O:32][CH:30]([CH2:29][N:28]([CH2:13][CH2:12][S:9](=[O:11])(=[O:10])[NH:8][CH2:7][C:6]3[CH:15]=[CH:16][C:3]([C:1]#[N:2])=[CH:4][CH:5]=3)[CH2:27]2)[CH2:31]1)=[O:23])([CH3:20])([CH3:18])[CH3:19]. (7) Given the reactants [OH:1][C:2]1[CH:7]=[CH:6][C:5](/[CH:8]=[C:9](/[C:12]2[CH:13]=[N:14][C:15]([C:18]([F:21])([F:20])[F:19])=[CH:16][CH:17]=2)\[C:10]#[N:11])=[CH:4][C:3]=1[O:22][CH3:23].[N+:24]([O-])([OH:26])=[O:25], predict the reaction product. The product is: [OH:1][C:2]1[C:7]([N+:24]([O-:26])=[O:25])=[CH:6][C:5](/[CH:8]=[C:9](/[C:12]2[CH:13]=[N:14][C:15]([C:18]([F:19])([F:20])[F:21])=[CH:16][CH:17]=2)\[C:10]#[N:11])=[CH:4][C:3]=1[O:22][CH3:23].